From a dataset of Catalyst prediction with 721,799 reactions and 888 catalyst types from USPTO. Predict which catalyst facilitates the given reaction. Reactant: [F:1][C:2]1[CH:3]=[C:4]2[C:9](=[CH:10][C:11]=1[F:12])[N:8]1[CH:13]=[CH:14][N:15]=[C:7]1[C:6](=O)[NH:5]2.C[Si](C)(C)N[Si](C)(C)C.S([O-])([O-])(=O)=O.[NH4+].[NH4+].[NH2:33][CH2:34][CH2:35][CH2:36][OH:37]. Product: [F:1][C:2]1[CH:3]=[C:4]2[C:9](=[CH:10][C:11]=1[F:12])[N:8]1[CH:13]=[CH:14][N:15]=[C:7]1[C:6]([NH:33][CH2:34][CH2:35][CH2:36][OH:37])=[N:5]2. The catalyst class is: 84.